This data is from CYP2C9 inhibition data for predicting drug metabolism from PubChem BioAssay. The task is: Regression/Classification. Given a drug SMILES string, predict its absorption, distribution, metabolism, or excretion properties. Task type varies by dataset: regression for continuous measurements (e.g., permeability, clearance, half-life) or binary classification for categorical outcomes (e.g., BBB penetration, CYP inhibition). Dataset: cyp2c9_veith. (1) The molecule is C[C@@]12CCC(=O)C=C1CC[C@@H]1[C@@H]2[C@H](O)C[C@]2(C)[C@@H]1CC[C@]2(O)C(=O)CO. The result is 0 (non-inhibitor). (2) The drug is CN(C)CCN(c1ccccn1)c1ccccn1. The result is 0 (non-inhibitor). (3) The drug is CCOc1cc(/C=N/n2cnnc2)c(Br)cc1O. The result is 1 (inhibitor). (4) The molecule is OC(c1ccccc1)(c1ccccc1)C1CCNCC1. The result is 0 (non-inhibitor). (5) The compound is Cc1cc(=O)[nH]c2cc3oc4ccccc4c3cc12. The result is 0 (non-inhibitor). (6) The result is 0 (non-inhibitor). The molecule is O[C@@](CCN1CCCCC1)(c1ccccc1)[C@@H]1C[C@H]2C=C[C@@H]1C2. (7) The molecule is O=C(Oc1ccccc1)N1CCC2(CC1)CCN(c1ncccn1)CC2. The result is 1 (inhibitor). (8) The molecule is Cc1cccc(CN2CCN([C@@H](c3ccccc3)c3ccc(Cl)cc3)CC2)c1. The result is 0 (non-inhibitor). (9) The molecule is C/C(CC/C(C)=N/O)=N/O. The result is 0 (non-inhibitor).